From a dataset of Peptide-MHC class II binding affinity with 134,281 pairs from IEDB. Regression. Given a peptide amino acid sequence and an MHC pseudo amino acid sequence, predict their binding affinity value. This is MHC class II binding data. (1) The peptide sequence is LGGVMGGLWKYLNAV. The MHC is HLA-DQA10201-DQB10303 with pseudo-sequence HLA-DQA10201-DQB10303. The binding affinity (normalized) is 0.300. (2) The peptide sequence is FKKLKNHVLFLQMMN. The MHC is DRB1_1302 with pseudo-sequence DRB1_1302. The binding affinity (normalized) is 0.723. (3) The peptide sequence is AEHQAIIRDVLTASD. The MHC is DRB1_1201 with pseudo-sequence DRB1_1201. The binding affinity (normalized) is 0.233. (4) The peptide sequence is EITGIMKDFDEPGHL. The MHC is DRB3_0202 with pseudo-sequence DRB3_0202. The binding affinity (normalized) is 0. (5) The peptide sequence is GVTLVRKNRWLLLNV. The MHC is DRB1_1301 with pseudo-sequence DRB1_1301. The binding affinity (normalized) is 0.936. (6) The peptide sequence is AGLLRLLFHDCFANG. The binding affinity (normalized) is 0.439. The MHC is DRB1_1302 with pseudo-sequence DRB1_1302.